Dataset: Full USPTO retrosynthesis dataset with 1.9M reactions from patents (1976-2016). Task: Predict the reactants needed to synthesize the given product. (1) The reactants are: Br[C:2]1[N:3]=[CH:4][C:5]([N:8]2[C:12]3[CH:13]=[CH:14][C:15]([O:17][CH3:18])=[CH:16][C:11]=3[N:10]=[C:9]2[C:19]([F:22])([F:21])[F:20])=[N:6][CH:7]=1.[F:23][C:24]1[CH:32]=[CH:31][C:27]([C:28]([NH2:30])=[O:29])=[CH:26][CH:25]=1.[O-]P([O-])([O-])=O.[K+].[K+].[K+].C(N)CN. Given the product [F:23][C:24]1[CH:32]=[CH:31][C:27]([C:28]([NH:30][C:2]2[CH:7]=[N:6][C:5]([N:8]3[C:12]4[CH:13]=[CH:14][C:15]([O:17][CH3:18])=[CH:16][C:11]=4[N:10]=[C:9]3[C:19]([F:22])([F:21])[F:20])=[CH:4][N:3]=2)=[O:29])=[CH:26][CH:25]=1, predict the reactants needed to synthesize it. (2) Given the product [Cl:1][C:2]1[CH:7]=[C:6]([C:8]([F:11])([F:9])[F:10])[CH:5]=[CH:4][C:3]=1[S:12]([N:15]1[CH2:19][C@@H:18]2[C@@H:20]([NH:23][C:25]3[CH:30]=[CH:29][C:28]([C:31]([F:34])([F:33])[F:32])=[CH:27][N:26]=3)[CH2:21][CH2:22][C@@H:17]2[CH2:16]1)(=[O:13])=[O:14], predict the reactants needed to synthesize it. The reactants are: [Cl:1][C:2]1[CH:7]=[C:6]([C:8]([F:11])([F:10])[F:9])[CH:5]=[CH:4][C:3]=1[S:12]([N:15]1[CH2:19][C@@H:18]2[C@@H:20]([NH2:23])[CH2:21][CH2:22][C@@H:17]2[CH2:16]1)(=[O:14])=[O:13].Br[C:25]1[CH:30]=[CH:29][C:28]([C:31]([F:34])([F:33])[F:32])=[CH:27][N:26]=1.C(N(CC)CC)C.